From a dataset of Forward reaction prediction with 1.9M reactions from USPTO patents (1976-2016). Predict the product of the given reaction. (1) The product is: [Br:2][C:3]1[CH:10]=[CH:9][C:6]([CH2:7][N:8]2[C:34](=[O:35])[CH:33]=[C:32]([OH:39])[N:22]=[C:18]2[CH:12]2[CH2:13][CH2:14][CH2:15][CH2:16][CH2:17]2)=[CH:5][CH:4]=1. Given the reactants Cl.[Br:2][C:3]1[CH:10]=[CH:9][C:6]([CH2:7][NH2:8])=[CH:5][CH:4]=1.Cl.[CH:12]1([C:18](=[NH:22])OCC)[CH2:17][CH2:16][CH2:15][CH2:14][CH2:13]1.C(N(CC)C(C)C)(C)C.[C:32](OCC)(=[O:39])[CH2:33][C:34](OCC)=[O:35].C[O-].[Na+].Cl, predict the reaction product. (2) Given the reactants [N:1]1[CH:6]=[CH:5][CH:4]=[CH:3][C:2]=1[NH:7][C:8]([N:10]1[C@@H:16]2[CH2:17][N:13]([CH2:14][CH2:15]2)[C:12]2[CH:18]=[CH:19][C:20]([C:22](O)=[O:23])=[N:21][C:11]1=2)=[O:9].CN(C(ON1N=NC2C=CC=NC1=2)=[N+](C)C)C.F[P-](F)(F)(F)(F)F.CCN(C(C)C)C(C)C.[O:58]1[CH2:62][CH2:61][CH:60]([NH2:63])[CH2:59]1, predict the reaction product. The product is: [N:1]1[CH:6]=[CH:5][CH:4]=[CH:3][C:2]=1[NH:7][C:8]([N:10]1[C@@H:16]2[CH2:17][N:13]([CH2:14][CH2:15]2)[C:12]2[CH:18]=[CH:19][C:20]([C:22]([NH:63][CH:60]3[CH2:61][CH2:62][O:58][CH2:59]3)=[O:23])=[N:21][C:11]1=2)=[O:9]. (3) Given the reactants C(O)(=O)C(O)=O.[CH2:7]([O:14][C:15]([N:17]1[CH2:24][CH2:23][NH:22][CH2:21][C:18]21[CH2:20][CH2:19]2)=[O:16])[C:8]1[CH:13]=[CH:12][CH:11]=[CH:10][CH:9]=1.[O:25]1[CH2:28][C:27](=O)[CH2:26]1.CCN(CC)CC.C(O[BH-](OC(=O)C)OC(=O)C)(=O)C.[Na+], predict the reaction product. The product is: [CH2:7]([O:14][C:15]([N:17]1[CH2:24][CH2:23][N:22]([CH:27]2[CH2:28][O:25][CH2:26]2)[CH2:21][C:18]21[CH2:20][CH2:19]2)=[O:16])[C:8]1[CH:9]=[CH:10][CH:11]=[CH:12][CH:13]=1. (4) Given the reactants [CH2:1]([O:8][N:9]=[C:10]1[CH2:14][N:13]([C:15]([O:17]C(C)(C)C)=O)[C@H:12]([C:22]([OH:24])=O)[CH2:11]1)[C:2]1[CH:7]=[CH:6][CH:5]=[CH:4][CH:3]=1.[O:25]=[C:26]1[C:31](C(Cl)=O)=[CH:30][CH:29]=[C:28]([CH2:35][CH2:36][CH2:37][CH2:38][CH3:39])[O:27]1.[CH3:40][O:41][C:42]1[CH:47]=[C:46]([O:48][CH3:49])[N:45]=[C:44]([NH2:50])[N:43]=1, predict the reaction product. The product is: [CH2:1]([O:8][N:9]=[C:10]1[CH2:14][N:13]([C:15]([C:31]2[C:26](=[O:25])[O:27][C:28]([CH2:35][CH2:36][CH2:37][CH2:38][CH3:39])=[CH:29][CH:30]=2)=[O:17])[C@H:12]([C:22]([NH:50][C:44]2[N:43]=[C:42]([O:41][CH3:40])[CH:47]=[C:46]([O:48][CH3:49])[N:45]=2)=[O:24])[CH2:11]1)[C:2]1[CH:3]=[CH:4][CH:5]=[CH:6][CH:7]=1. (5) The product is: [CH3:38][C:36]1([CH2:39][O:21][C:18]2[CH:19]=[CH:20][C:15]([N:12]3[CH2:13][CH2:14][N:9]([C:6]4[CH:5]=[CH:4][C:3]([C:2]([F:1])([F:22])[F:23])=[CH:8][CH:7]=4)[CH2:10][CH2:11]3)=[CH:16][CH:17]=2)[O:37][C:27]2=[N:31][C:30]([N+:32]([O-:34])=[O:33])=[CH:29][N:28]2[CH2:35]1. Given the reactants [F:1][C:2]([F:23])([F:22])[C:3]1[CH:8]=[CH:7][C:6]([N:9]2[CH2:14][CH2:13][N:12]([C:15]3[CH:20]=[CH:19][C:18]([OH:21])=[CH:17][CH:16]=3)[CH2:11][CH2:10]2)=[CH:5][CH:4]=1.[H-].[Na+].Cl[C:27]1[N:28]([CH2:35][C:36]2([CH3:39])[CH2:38][O:37]2)[CH:29]=[C:30]([N+:32]([O-:34])=[O:33])[N:31]=1, predict the reaction product. (6) Given the reactants [F:1][C:2]1[CH:7]=[CH:6][C:5]([N:8]2[C:12]([C:13]([OH:15])=O)=[CH:11][N:10]=[C:9]2[SH:16])=[CH:4][CH:3]=1.[CH3:17][NH:18][O:19][CH3:20].C(N=C=NCCCN(C)C)C.O, predict the reaction product. The product is: [F:1][C:2]1[CH:3]=[CH:4][C:5]([N:8]2[C:12]([C:13]([N:18]([O:19][CH3:20])[CH3:17])=[O:15])=[CH:11][N:10]=[C:9]2[SH:16])=[CH:6][CH:7]=1. (7) Given the reactants [H-].[Al+3].[Li+].[H-].[H-].[H-].[C:7]([O:11][C:12]([N:14]([C:25]([O:27][C:28]([CH3:31])([CH3:30])[CH3:29])=[O:26])[C:15]1[CH:24]=[CH:23][C:18]([C:19](OC)=[O:20])=[CH:17][N:16]=1)=[O:13])([CH3:10])([CH3:9])[CH3:8], predict the reaction product. The product is: [OH:20][CH2:19][C:18]1[CH:23]=[CH:24][C:15]([N:14]([C:25]([O:27][C:28]([CH3:31])([CH3:30])[CH3:29])=[O:26])[C:12]([O:11][C:7]([CH3:10])([CH3:9])[CH3:8])=[O:13])=[N:16][CH:17]=1. (8) The product is: [CH3:9][O:8][C:6]1[CH:7]=[C:2]([CH3:16])[C:3]([C:12]#[N:13])=[N:4][C:5]=1[O:10][CH3:11]. Given the reactants Cl[C:2]1[C:3]([C:12]#[N:13])=[N:4][C:5]([O:10][CH3:11])=[C:6]([O:8][CH3:9])[CH:7]=1.[Cl-].[Li+].[CH3:16][Sn](C)(C)C, predict the reaction product. (9) The product is: [C:2]1([C:1]2[N:8]=[CH:9][O:16][CH:15]=2)[CH:7]=[CH:6][CH:5]=[CH:4][CH:3]=1. Given the reactants [CH2:1]([N+:8]#[C-:9])[C:2]1[CH:7]=[CH:6][CH:5]=[CH:4][CH:3]=1.[Li]CCCC.[CH:15](OC)=[O:16].CC(O)=O, predict the reaction product. (10) The product is: [Cl:16][C:17]1[CH:22]=[CH:21][C:20]([C:2]2[CH:11]=[CH:10][C:9]([N+:12]([O-:14])=[O:13])=[C:8]3[C:3]=2[CH2:4][CH2:5][N:6]([CH3:15])[CH2:7]3)=[CH:19][CH:18]=1. Given the reactants Br[C:2]1[CH:11]=[CH:10][C:9]([N+:12]([O-:14])=[O:13])=[C:8]2[C:3]=1[CH2:4][CH2:5][N:6]([CH3:15])[CH2:7]2.[Cl:16][C:17]1[CH:22]=[CH:21][C:20](B(O)O)=[CH:19][CH:18]=1.C(=O)([O-])[O-].[Na+].[Na+].COCCOC, predict the reaction product.